This data is from Full USPTO retrosynthesis dataset with 1.9M reactions from patents (1976-2016). The task is: Predict the reactants needed to synthesize the given product. (1) Given the product [Cl:20][C:12]1[CH:13]=[CH:14][C:15]([N+:17]([O-:19])=[O:18])=[CH:16][C:11]=1[C:10]1[O:21][C:4]2[CH:5]=[CH:6][C:7]([CH3:22])=[CH:2][C:3]=2[N:9]=1, predict the reactants needed to synthesize it. The reactants are: O[C:2]1[CH:7]=[C:6](C)[CH:5]=[CH:4][C:3]=1[NH:9][C:10](=[O:21])[C:11]1[CH:16]=[C:15]([N+:17]([O-:19])=[O:18])[CH:14]=[CH:13][C:12]=1[Cl:20].[C:22]1(C)C=CC(S(O)(=O)=O)=CC=1.O. (2) Given the product [NH2:7][C:8]1[CH:9]=[C:10]([CH:11]=[CH:12][CH:13]=1)[O:14][C:15]1[CH:16]=[CH:17][C:18]2[N:19]([N:21]=[C:22]([NH:24][C:25]([CH:27]3[CH2:29][CH2:28]3)=[O:26])[N:23]=2)[CH:20]=1, predict the reactants needed to synthesize it. The reactants are: C(OC(=O)[NH:7][C:8]1[CH:13]=[CH:12][CH:11]=[C:10]([O:14][C:15]2[CH:16]=[CH:17][C:18]3[N:19]([N:21]=[C:22]([NH:24][C:25]([CH:27]4[CH2:29][CH2:28]4)=[O:26])[N:23]=3)[CH:20]=2)[CH:9]=1)(C)(C)C.COC1C=CC=CC=1.FC(F)(F)C(O)=O. (3) The reactants are: [OH:1][C:2]1[CH:3]=[C:4]([CH:7]=[CH:8][C:9]=1[I:10])[CH:5]=[O:6].[C:11](=O)([O-])[O-].[K+].[K+].CN(C)C=O.IC. Given the product [I:10][C:9]1[CH:8]=[CH:7][C:4]([CH:5]=[O:6])=[CH:3][C:2]=1[O:1][CH3:11], predict the reactants needed to synthesize it. (4) Given the product [C:1]([C:5]1[CH:42]=[CH:41][C:8]([CH2:9][N:10]2[C:14](=[O:15])[N:13]([CH2:16][CH3:17])[C:12]([CH2:18][CH2:19][CH2:20][C:21]3[CH:26]=[CH:25][C:24]([C:27]4[CH:28]=[CH:29][C:30]([C:33](=[O:40])[C:34]([NH:36][CH:37]5[CH2:38][CH2:39]5)=[O:35])=[CH:31][CH:32]=4)=[CH:23][CH:22]=3)=[N:11]2)=[CH:7][CH:6]=1)([CH3:2])([CH3:3])[CH3:4], predict the reactants needed to synthesize it. The reactants are: [C:1]([C:5]1[CH:42]=[CH:41][C:8]([CH2:9][N:10]2[C:14](=[O:15])[N:13]([CH2:16][CH3:17])[C:12]([CH2:18][CH2:19][CH2:20][C:21]3[CH:26]=[CH:25][C:24]([C:27]4[CH:32]=[CH:31][C:30]([CH:33]([OH:40])[C:34]([NH:36][CH:37]5[CH2:39][CH2:38]5)=[O:35])=[CH:29][CH:28]=4)=[CH:23][CH:22]=3)=[N:11]2)=[CH:7][CH:6]=1)([CH3:4])([CH3:3])[CH3:2].CC(OI1(OC(C)=O)(OC(C)=O)OC(=O)C2C=CC=CC1=2)=O.